From a dataset of Peptide-MHC class I binding affinity with 185,985 pairs from IEDB/IMGT. Regression. Given a peptide amino acid sequence and an MHC pseudo amino acid sequence, predict their binding affinity value. This is MHC class I binding data. (1) The MHC is HLA-A25:01 with pseudo-sequence HLA-A25:01. The peptide sequence is ISLQEVFTM. The binding affinity (normalized) is 0.0847. (2) The peptide sequence is KAAVDLSHFL. The MHC is HLA-C06:02 with pseudo-sequence HLA-C06:02. The binding affinity (normalized) is 0.0841. (3) The peptide sequence is GLLFMILTV. The MHC is HLA-A02:01 with pseudo-sequence HLA-A02:01. The binding affinity (normalized) is 0.653. (4) The peptide sequence is RVEESRARL. The binding affinity (normalized) is 0.0847. The MHC is HLA-A26:01 with pseudo-sequence HLA-A26:01. (5) The peptide sequence is NAVLTHVKI. The MHC is H-2-Db with pseudo-sequence H-2-Db. The binding affinity (normalized) is 0. (6) The MHC is Patr-A0101 with pseudo-sequence Patr-A0101. The binding affinity (normalized) is 0. The peptide sequence is SFPWLLGCA. (7) The peptide sequence is ASLPTTIAK. The MHC is HLA-A31:01 with pseudo-sequence HLA-A31:01. The binding affinity (normalized) is 0.546. (8) The peptide sequence is GMRDVSFEL. The MHC is HLA-A69:01 with pseudo-sequence HLA-A69:01. The binding affinity (normalized) is 0.262.